Task: Predict the product of the given reaction.. Dataset: Forward reaction prediction with 1.9M reactions from USPTO patents (1976-2016) (1) Given the reactants [NH2:1][C:2]1[CH:11]=[CH:10][C:5]([C:6]([O:8][CH3:9])=[O:7])=[CH:4][C:3]=1[OH:12].C(N(CC)CC)C.Cl[CH2:21][C:22](Cl)=[O:23].[H-].[Na+], predict the reaction product. The product is: [CH3:9][O:8][C:6]([C:5]1[CH:10]=[CH:11][C:2]2[NH:1][C:22](=[O:23])[CH2:21][O:12][C:3]=2[CH:4]=1)=[O:7]. (2) Given the reactants CS[C:3]1[N:7]([C:8]([O:10][C:11]([CH3:14])([CH3:13])[CH3:12])=[O:9])[C@H:6]2[CH2:15][CH2:16][CH2:17][CH2:18][C@H:5]2[N:4]=1.[F:19][C:20]1[CH:21]=[C:22]([CH:25]=[CH:26][C:27]=1[F:28])[CH2:23][NH2:24], predict the reaction product. The product is: [C:11]([O:10][C:8]([N:7]1[C@H:6]2[CH2:15][CH2:16][CH2:17][CH2:18][C@H:5]2[N:4]=[C:3]1[NH:24][CH2:23][C:22]1[CH:25]=[CH:26][C:27]([F:28])=[C:20]([F:19])[CH:21]=1)=[O:9])([CH3:14])([CH3:13])[CH3:12]. (3) Given the reactants Br[C:2]1[CH:18]=[C:17]([O:19][CH3:20])[C:5]([O:6][Si:7]([CH:14]([CH3:16])[CH3:15])([CH:11]([CH3:13])[CH3:12])[CH:8]([CH3:10])[CH3:9])=[C:4]([Cl:21])[C:3]=1[CH3:22].C(=O)=O.CC(C)=O.[Li]CCCC.C(O[B:39]1[O:43][C:42]([CH3:45])([CH3:44])[C:41]([CH3:47])([CH3:46])[O:40]1)(C)C, predict the reaction product. The product is: [Cl:21][C:4]1[C:3]([CH3:22])=[C:2]([B:39]2[O:43][C:42]([CH3:45])([CH3:44])[C:41]([CH3:47])([CH3:46])[O:40]2)[CH:18]=[C:17]([O:19][CH3:20])[C:5]=1[O:6][Si:7]([CH:14]([CH3:16])[CH3:15])([CH:11]([CH3:13])[CH3:12])[CH:8]([CH3:10])[CH3:9]. (4) Given the reactants [CH3:1][Si:2]([CH3:7])([CH3:6])[CH2:3][CH2:4][OH:5].C(Cl)CCl.CCN(CC)CC.[OH:19][C:20]1[CH:25]=[CH:24][C:23]([CH2:26][CH2:27][CH2:28][C:29](O)=[O:30])=[CH:22][CH:21]=1, predict the reaction product. The product is: [OH:19][C:20]1[CH:21]=[CH:22][C:23]([CH2:26][CH2:27][CH2:28][C:29]([O:5][CH2:4][CH2:3][Si:2]([CH3:7])([CH3:6])[CH3:1])=[O:30])=[CH:24][CH:25]=1. (5) The product is: [CH3:1][N:2]1[CH2:3][CH2:4][N:5]([C:8]2[CH:13]=[CH:12][N:11]=[C:10]([NH2:14])[C:9]=2[NH2:15])[CH2:6][CH2:7]1. Given the reactants [CH3:1][N:2]1[CH2:7][CH2:6][N:5]([C:8]2[CH:13]=[CH:12][N:11]=[C:10]([NH2:14])[C:9]=2[N+:15]([O-])=O)[CH2:4][CH2:3]1, predict the reaction product. (6) Given the reactants Br[C:2]1[C:7]([N+:8]([O-:10])=[O:9])=[CH:6][C:5]([Br:11])=[CH:4][N:3]=1.[CH3:12][O:13][C:14]1[CH:19]=[CH:18][CH:17]=[CH:16][C:15]=1B(O)O.C(=O)([O-])[O-].[Na+].[Na+], predict the reaction product. The product is: [Br:11][C:5]1[CH:6]=[C:7]([N+:8]([O-:10])=[O:9])[C:2]([C:15]2[CH:16]=[CH:17][CH:18]=[CH:19][C:14]=2[O:13][CH3:12])=[N:3][CH:4]=1. (7) The product is: [CH2:20]([C:22]1[CH:23]=[CH:24][C:25]([C:28]2[S:32][C:31]([CH3:33])=[N:30][C:29]=2[C:34]([N:3]2[CH2:4][C@@H:5]3[C@@H:1]([CH2:6]3)[C@H:2]2[CH2:7][NH:8][C:9]([C:11]2[N:18]3[C:14]([S:15][CH:16]=[CH:17]3)=[N:13][C:12]=2[CH3:19])=[O:10])=[O:35])=[CH:26][CH:27]=1)[CH3:21]. Given the reactants [C@@H:1]12[CH2:6][C@@H:5]1[CH2:4][NH:3][C@@H:2]2[CH2:7][NH:8][C:9]([C:11]1[N:18]2[C:14]([S:15][CH:16]=[CH:17]2)=[N:13][C:12]=1[CH3:19])=[O:10].[CH2:20]([C:22]1[CH:27]=[CH:26][C:25]([C:28]2[S:32][C:31]([CH3:33])=[N:30][C:29]=2[C:34](O)=[O:35])=[CH:24][CH:23]=1)[CH3:21], predict the reaction product.